The task is: Predict the reactants needed to synthesize the given product.. This data is from Full USPTO retrosynthesis dataset with 1.9M reactions from patents (1976-2016). (1) Given the product [CH:34]1([CH2:37][CH:17]2[CH2:18][CH2:19][N:15]([C:13]3[S:14][C:10]([C:8]([NH:7][CH2:6][C:5]4[CH:22]=[CH:23][C:2]([F:1])=[CH:3][CH:4]=4)=[O:9])=[C:11]([CH3:21])[N:12]=3)[C:16]2=[O:20])[CH2:36][CH2:35]1, predict the reactants needed to synthesize it. The reactants are: [F:1][C:2]1[CH:23]=[CH:22][C:5]([CH2:6][NH:7][C:8]([C:10]2[S:14][C:13]([N:15]3[CH2:19][CH2:18][CH2:17][C:16]3=[O:20])=[N:12][C:11]=2[CH3:21])=[O:9])=[CH:4][CH:3]=1.C[Si]([N-][Si](C)(C)C)(C)C.[Li+].[CH:34]1([CH:37]=O)[CH2:36][CH2:35]1.[Cl-].[NH4+]. (2) Given the product [Br-:1].[F:11][C:4]1[CH:5]=[CH:6][C:7]([O:9][CH3:10])=[CH:8][C:3]=1[CH2:2][P+:18]([C:19]1[CH:20]=[CH:21][CH:22]=[CH:23][CH:24]=1)([C:25]1[CH:30]=[CH:29][CH:28]=[CH:27][CH:26]=1)[C:12]1[CH:13]=[CH:14][CH:15]=[CH:16][CH:17]=1, predict the reactants needed to synthesize it. The reactants are: [Br:1][CH2:2][C:3]1[CH:8]=[C:7]([O:9][CH3:10])[CH:6]=[CH:5][C:4]=1[F:11].[C:12]1([P:18]([C:25]2[CH:30]=[CH:29][CH:28]=[CH:27][CH:26]=2)[C:19]2[CH:24]=[CH:23][CH:22]=[CH:21][CH:20]=2)[CH:17]=[CH:16][CH:15]=[CH:14][CH:13]=1. (3) Given the product [CH2:7]([O:6][C:4](=[O:5])[C:3]1[C:20]([OH:27])=[CH:21][C:22]([CH:23]2[CH2:24][CH2:25]2)=[N:26][C:2]=1[OH:9])[CH3:8], predict the reactants needed to synthesize it. The reactants are: [Na].[C:2](OCC)(=[O:9])[CH2:3][C:4]([O:6][CH2:7][CH3:8])=[O:5].[O-]CC.[Na+].C(O[C:20](=[O:27])[CH:21]=[C:22]([NH2:26])[CH:23]1[CH2:25][CH2:24]1)C. (4) The reactants are: Cl[C:2]1[N:7]=[N:6][C:5]([C:8]2[C:16]3[C:11](=[N:12][CH:13]=[CH:14][CH:15]=3)[N:10]([CH2:17][C:18]3[CH:23]=[CH:22][CH:21]=[CH:20][C:19]=3[F:24])[N:9]=2)=[N:4][C:3]=1[NH2:25].[N:26]1[CH:31]=[CH:30][CH:29]=[C:28](B(O)O)[CH:27]=1.C(=O)([O-])[O-].[K+].[K+].C1(P(C2CCCCC2)C2CCCCC2)CCCCC1. Given the product [F:24][C:19]1[CH:20]=[CH:21][CH:22]=[CH:23][C:18]=1[CH2:17][N:10]1[C:11]2=[N:12][CH:13]=[CH:14][CH:15]=[C:16]2[C:8]([C:5]2[N:6]=[N:7][C:2]([C:28]3[CH:27]=[N:26][CH:31]=[CH:30][CH:29]=3)=[C:3]([NH2:25])[N:4]=2)=[N:9]1, predict the reactants needed to synthesize it. (5) The reactants are: C([Sn](CCCC)(CCCC)[C:6]1[CH:11]=[CH:10][CH:9]=[CH:8][N:7]=1)CCC.Cl[C:21]1[N:22]=[C:23]2[C:29]([C:30]3[CH:35]=[CH:34][CH:33]=[CH:32][CH:31]=3)=[C:28]([C:36]3[CH:41]=[CH:40][C:39]([C:42]4([NH:46][C:47](=[O:53])[O:48][C:49]([CH3:52])([CH3:51])[CH3:50])[CH2:45][CH2:44][CH2:43]4)=[CH:38][CH:37]=3)[O:27][C:24]2=[N:25][CH:26]=1.[F-].[Cs+]. Given the product [C:30]1([C:29]2[C:23]3[C:24](=[N:25][CH:26]=[C:21]([C:6]4[CH:11]=[CH:10][CH:9]=[CH:8][N:7]=4)[N:22]=3)[O:27][C:28]=2[C:36]2[CH:41]=[CH:40][C:39]([C:42]3([NH:46][C:47](=[O:53])[O:48][C:49]([CH3:51])([CH3:50])[CH3:52])[CH2:43][CH2:44][CH2:45]3)=[CH:38][CH:37]=2)[CH:31]=[CH:32][CH:33]=[CH:34][CH:35]=1, predict the reactants needed to synthesize it. (6) The reactants are: [NH:1]1[CH2:5][CH2:4][C@H:3]([NH:6][C:7](=[O:13])[O:8][C:9]([CH3:12])([CH3:11])[CH3:10])[CH2:2]1.Br[CH2:15][CH2:16][OH:17].C([O-])([O-])=O.[Na+].[Na+]. Given the product [OH:17][CH2:16][CH2:15][N:1]1[CH2:5][CH2:4][C@H:3]([NH:6][C:7](=[O:13])[O:8][C:9]([CH3:10])([CH3:12])[CH3:11])[CH2:2]1, predict the reactants needed to synthesize it. (7) Given the product [ClH:57].[ClH:1].[ClH:57].[CH:35]1([NH:38][C:39]([C:41]2[C:49]3[CH:48]=[C:47]([C:50]4[C:55]([CH3:56])=[CH:54][N:53]=[C:52]([NH:67][CH2:66][CH2:65][N:62]5[CH2:63][CH2:64][N:59]([CH3:58])[CH2:60][CH2:61]5)[N:51]=4)[S:46][C:45]=3[CH:44]=[CH:43][CH:42]=2)=[O:40])[CH2:37][CH2:36]1, predict the reactants needed to synthesize it. The reactants are: [ClH:1].Cl.Cl.CNC(C1C2C=C(C3C(C)=CN=C(NCCCN4CCN(C)CC4)N=3)SC=2C=CC=1)=O.[CH:35]1([NH:38][C:39]([C:41]2[C:49]3[CH:48]=[C:47]([C:50]4[C:55]([CH3:56])=[CH:54][N:53]=[C:52]([Cl:57])[N:51]=4)[S:46][C:45]=3[CH:44]=[CH:43][CH:42]=2)=[O:40])[CH2:37][CH2:36]1.[CH3:58][N:59]1[CH2:64][CH2:63][N:62]([CH2:65][CH2:66][NH2:67])[CH2:61][CH2:60]1.